From a dataset of Peptide-MHC class II binding affinity with 134,281 pairs from IEDB. Regression. Given a peptide amino acid sequence and an MHC pseudo amino acid sequence, predict their binding affinity value. This is MHC class II binding data. The peptide sequence is IDTICDQCVANGVGV. The MHC is DRB1_0101 with pseudo-sequence DRB1_0101. The binding affinity (normalized) is 0.449.